This data is from Experimental lipophilicity measurements (octanol/water distribution) for 4,200 compounds from AstraZeneca. The task is: Regression/Classification. Given a drug SMILES string, predict its absorption, distribution, metabolism, or excretion properties. Task type varies by dataset: regression for continuous measurements (e.g., permeability, clearance, half-life) or binary classification for categorical outcomes (e.g., BBB penetration, CYP inhibition). For this dataset (lipophilicity_astrazeneca), we predict Y. (1) The molecule is O=C(O)Cc1ccccc1Nc1c(Cl)cccc1Cl. The Y is 1.08 logD. (2) The drug is COc1ccc(N(C(=O)c2occc2C)C(C(=O)NC[C@@H](C)O)c2ccccc2F)c(OC)c1. The Y is 2.04 logD. (3) The molecule is CCN(C(=O)Cc1ccc(S(C)(=O)=O)cc1)C1CCN(CCC(c2ccccc2)C2CCN(Cc3ccccc3)CC2)CC1. The Y is 2.41 logD. (4) The molecule is CNCC[C@@H](Oc1cc(OC)ccc1C#N)c1ccccc1. The Y is 0.870 logD. (5) The Y is 1.13 logD. The compound is N=C(NCc1ccc(Cl)cc1)SCCCc1c[nH]cn1. (6) The drug is O=C(NC[C@@H](O)CN1CCC(Oc2ccc(Cl)c(Cl)c2)CC1)c1c[nH]c(=O)c2cc(S(=O)(=O)NCCO)ccc12. The Y is 2.06 logD.